This data is from NCI-60 drug combinations with 297,098 pairs across 59 cell lines. The task is: Regression. Given two drug SMILES strings and cell line genomic features, predict the synergy score measuring deviation from expected non-interaction effect. (1) Drug 2: CC1=C(N=C(N=C1N)C(CC(=O)N)NCC(C(=O)N)N)C(=O)NC(C(C2=CN=CN2)OC3C(C(C(C(O3)CO)O)O)OC4C(C(C(C(O4)CO)O)OC(=O)N)O)C(=O)NC(C)C(C(C)C(=O)NC(C(C)O)C(=O)NCCC5=NC(=CS5)C6=NC(=CS6)C(=O)NCCC[S+](C)C)O. Synergy scores: CSS=2.69, Synergy_ZIP=-0.800, Synergy_Bliss=1.68, Synergy_Loewe=-0.408, Synergy_HSA=-0.185. Cell line: MDA-MB-435. Drug 1: CNC(=O)C1=CC=CC=C1SC2=CC3=C(C=C2)C(=NN3)C=CC4=CC=CC=N4. (2) Drug 1: COC1=C(C=C2C(=C1)N=CN=C2NC3=CC(=C(C=C3)F)Cl)OCCCN4CCOCC4. Drug 2: COC1=C2C(=CC3=C1OC=C3)C=CC(=O)O2. Cell line: NCIH23. Synergy scores: CSS=17.3, Synergy_ZIP=2.01, Synergy_Bliss=0.956, Synergy_Loewe=-3.36, Synergy_HSA=1.02. (3) Drug 1: C1=C(C(=O)NC(=O)N1)N(CCCl)CCCl. Drug 2: C1=CN(C(=O)N=C1N)C2C(C(C(O2)CO)O)O.Cl. Cell line: HOP-92. Synergy scores: CSS=44.5, Synergy_ZIP=-9.15, Synergy_Bliss=-2.90, Synergy_Loewe=0.489, Synergy_HSA=3.39.